This data is from Forward reaction prediction with 1.9M reactions from USPTO patents (1976-2016). The task is: Predict the product of the given reaction. (1) Given the reactants [C:1]([C:5]1[O:9][N:8]=[C:7]([NH:10][C:11]([NH:13][C:14]2[CH:19]=[CH:18][CH:17]=[C:16]([S:20][C:21]3[C:30]4[C:25](=[CH:26][C:27]([O:33][CH2:34][CH2:35][O:36][CH3:37])=[C:28]([O:31][CH3:32])[CH:29]=4)[N:24]=[CH:23][N:22]=3)[CH:15]=2)=[O:12])[CH:6]=1)([CH3:4])([CH3:3])[CH3:2].[ClH:38].CCOCC, predict the reaction product. The product is: [ClH:38].[C:1]([C:5]1[O:9][N:8]=[C:7]([NH:10][C:11]([NH:13][C:14]2[CH:19]=[CH:18][CH:17]=[C:16]([S:20][C:21]3[C:30]4[C:25](=[CH:26][C:27]([O:33][CH2:34][CH2:35][O:36][CH3:37])=[C:28]([O:31][CH3:32])[CH:29]=4)[N:24]=[CH:23][N:22]=3)[CH:15]=2)=[O:12])[CH:6]=1)([CH3:4])([CH3:2])[CH3:3]. (2) Given the reactants [C:1]1([OH:7])[CH:6]=[CH:5][CH:4]=[CH:3][CH:2]=1.Cl[C:9]1[C:18]2[C:13](=[C:14]([O:19][CH3:20])[CH:15]=[CH:16][CH:17]=2)[CH:12]=[C:11]([NH:21][C:22]2[CH:26]=[C:25]([CH3:27])[NH:24][N:23]=2)[N:10]=1, predict the reaction product. The product is: [CH3:20][O:19][C:14]1[CH:15]=[CH:16][CH:17]=[C:18]2[C:13]=1[CH:12]=[C:11]([NH:21][C:22]1[CH:26]=[C:25]([CH3:27])[NH:24][N:23]=1)[N:10]=[C:9]2[O:7][C:1]1[CH:6]=[CH:5][CH:4]=[CH:3][CH:2]=1.